Dataset: Catalyst prediction with 721,799 reactions and 888 catalyst types from USPTO. Task: Predict which catalyst facilitates the given reaction. (1) Reactant: [CH:1]([N:4]1[C:9](=[O:10])[CH:8]=[CH:7][C:6]([C:11]2[CH:12]=[C:13]([C:24]#[N:25])[C:14](=O)[NH:15][C:16]=2[C:17]2[CH:22]=[CH:21][CH:20]=[CH:19][CH:18]=2)=[N:5]1)([CH3:3])[CH3:2].P(Cl)(Cl)([Cl:28])=O.Cl.C(N(CC)CC)C.O. Product: [Cl:28][C:14]1[N:15]=[C:16]([C:17]2[CH:22]=[CH:21][CH:20]=[CH:19][CH:18]=2)[C:11]([C:6]2[CH:7]=[CH:8][C:9](=[O:10])[N:4]([CH:1]([CH3:3])[CH3:2])[N:5]=2)=[CH:12][C:13]=1[C:24]#[N:25]. The catalyst class is: 13. (2) The catalyst class is: 210. Product: [Cl:22][C:23]1[CH:33]=[CH:32][C:26]([O:27][CH2:28][C:29]([NH:1][C:2]2[CH:7]=[CH:6][C:5]([O:8][CH2:9][CH3:10])=[CH:4][C:3]=2[NH:11][CH2:12][CH:13]([CH3:14])[CH3:15])=[O:30])=[CH:25][CH:24]=1. Reactant: [NH2:1][C:2]1[CH:7]=[CH:6][C:5]([O:8][CH2:9][CH3:10])=[CH:4][C:3]=1[NH:11][CH2:12][CH:13]([CH3:15])[CH3:14].C([O-])([O-])=O.[K+].[K+].[Cl:22][C:23]1[CH:33]=[CH:32][C:26]([O:27][CH2:28][C:29](Cl)=[O:30])=[CH:25][CH:24]=1.C([O-])(O)=O.[Na+]. (3) Product: [CH2:21]([O:20][C:18]([NH:1][C@H:2]1[CH2:9][CH2:8][CH2:7][NH:6][C:4](=[O:5])[CH2:3]1)=[O:19])[C:22]1[CH:27]=[CH:26][CH:25]=[CH:24][CH:23]=1. The catalyst class is: 1. Reactant: [NH2:1][C@H:2]1[CH2:9][CH2:8][CH2:7][NH:6][C:4](=[O:5])[CH2:3]1.C(N(CC)CC)C.Cl[C:18]([O:20][CH2:21][C:22]1[CH:27]=[CH:26][CH:25]=[CH:24][CH:23]=1)=[O:19].O. (4) Product: [CH3:1][N:2]1[CH:6]=[C:5]([C:7]2[CH:8]=[CH:9][C:10]3[N:11]([C:13]([S:16][C:17]4[CH:18]=[C:19]5[C:24](=[CH:25][CH:26]=4)[N:23]=[CH:22][C:21]([N:27]4[CH2:32][CH2:31][N:30]([CH2:35][C:34]([F:38])([F:37])[F:33])[CH2:29][CH2:28]4)=[CH:20]5)=[N:14][N:15]=3)[CH:12]=2)[CH:4]=[N:3]1. Reactant: [CH3:1][N:2]1[CH:6]=[C:5]([C:7]2[CH:8]=[CH:9][C:10]3[N:11]([C:13]([S:16][C:17]4[CH:18]=[C:19]5[C:24](=[CH:25][CH:26]=4)[N:23]=[CH:22][C:21]([N:27]4[CH2:32][CH2:31][NH:30][CH2:29][CH2:28]4)=[CH:20]5)=[N:14][N:15]=3)[CH:12]=2)[CH:4]=[N:3]1.[F:33][C:34]([F:38])([F:37])[CH2:35]I.CCN(C(C)C)C(C)C. The catalyst class is: 3. (5) Reactant: [CH3:1][N:2]([CH3:34])[CH:3]1[CH2:7][CH2:6][N:5]([C:8]2[CH:13]=[CH:12][C:11]([CH2:14][NH:15][C:16]([CH:18]3[CH2:23][CH2:22][N:21]([C:24]4[CH:29]=[CH:28][C:27]([Cl:30])=[CH:26][C:25]=4[N+:31]([O-])=O)[CH2:20][CH2:19]3)=[O:17])=[CH:10][CH:9]=2)[CH2:4]1.[C:35](OC(=O)C)(=[O:37])[CH3:36]. Product: [CH3:1][N:2]([CH3:34])[CH:3]1[CH2:7][CH2:6][N:5]([C:8]2[CH:13]=[CH:12][C:11]([CH2:14][NH:15][C:16]([CH:18]3[CH2:23][CH2:22][N:21]([C:24]4[CH:29]=[CH:28][C:27]([Cl:30])=[CH:26][C:25]=4[NH:31][C:35](=[O:37])[CH3:36])[CH2:20][CH2:19]3)=[O:17])=[CH:10][CH:9]=2)[CH2:4]1. The catalyst class is: 331. (6) Reactant: [N:1]1([CH2:6][C:7]2[CH:12]=[CH:11][C:10]([CH:13]3[CH2:18][CH2:17][N:16](C(OCC4C=CC=CC=4)=O)[CH2:15][CH:14]3[O:29][CH2:30][C:31]3[CH:32]=[CH:33][C:34]4[O:39][CH2:38][CH2:37][N:36]([CH2:40][CH2:41][CH2:42][O:43][CH3:44])[C:35]=4[CH:45]=3)=[CH:9][CH:8]=2)[CH:5]=[CH:4][N:3]=[CH:2]1.CO.[OH-].[K+]. Product: [N:1]1([CH2:6][C:7]2[CH:12]=[CH:11][C:10]([CH:13]3[CH2:18][CH2:17][NH:16][CH2:15][CH:14]3[O:29][CH2:30][C:31]3[CH:32]=[CH:33][C:34]4[O:39][CH2:38][CH2:37][N:36]([CH2:40][CH2:41][CH2:42][O:43][CH3:44])[C:35]=4[CH:45]=3)=[CH:9][CH:8]=2)[CH:5]=[CH:4][N:3]=[CH:2]1. The catalyst class is: 38.